Task: Predict which catalyst facilitates the given reaction.. Dataset: Catalyst prediction with 721,799 reactions and 888 catalyst types from USPTO Reactant: [F:1][C:2]1[CH:3]=[C:4]2[N:10]=[CH:9][N:8]([CH2:11][C:12]3[CH:22]=[CH:21][C:15]4[N:16]=[C:17]([S:19][CH3:20])[O:18][C:14]=4[CH:13]=3)[C:5]2=[N:6][CH:7]=1.ClC1C=CC=C(C(OO)=[O:31])C=1. Product: [F:1][C:2]1[CH:3]=[C:4]2[N:10]=[CH:9][N:8]([CH2:11][C:12]3[CH:22]=[CH:21][C:15]4[N:16]=[C:17]([S:19]([CH3:20])=[O:31])[O:18][C:14]=4[CH:13]=3)[C:5]2=[N:6][CH:7]=1. The catalyst class is: 2.